This data is from Peptide-MHC class I binding affinity with 185,985 pairs from IEDB/IMGT. The task is: Regression. Given a peptide amino acid sequence and an MHC pseudo amino acid sequence, predict their binding affinity value. This is MHC class I binding data. (1) The peptide sequence is YENLKYSVIV. The MHC is HLA-B40:01 with pseudo-sequence HLA-B40:01. The binding affinity (normalized) is 0.606. (2) The peptide sequence is RTLHPFGCK. The MHC is HLA-A02:12 with pseudo-sequence HLA-A02:12. The binding affinity (normalized) is 0.0847.